From a dataset of Full USPTO retrosynthesis dataset with 1.9M reactions from patents (1976-2016). Predict the reactants needed to synthesize the given product. Given the product [C:9]([C:13]1[CH:14]=[CH:15][C:16]2[N+:21]([O-:22])=[N:20][C:19]([NH:6][CH2:5][CH2:4][N:3]([CH2:7][CH3:8])[CH2:1][CH3:2])=[N:18][C:17]=2[CH:24]=1)([CH3:12])([CH3:10])[CH3:11], predict the reactants needed to synthesize it. The reactants are: [CH2:1]([N:3]([CH2:7][CH3:8])[CH2:4][CH2:5][NH2:6])[CH3:2].[C:9]([C:13]1[CH:14]=[CH:15][C:16]2[N+:21]([O-:22])=[N:20][C:19](Cl)=[N:18][C:17]=2[CH:24]=1)([CH3:12])([CH3:11])[CH3:10].